From a dataset of Catalyst prediction with 721,799 reactions and 888 catalyst types from USPTO. Predict which catalyst facilitates the given reaction. (1) Reactant: [F:1][C:2]1[CH:24]=[CH:23][CH:22]=[CH:21][C:3]=1[O:4][C:5]1[C:18](=[O:19])[N:17]([CH3:20])[C:8]2[N:9]=[C:10](S(C)(=O)=O)[N:11]=[CH:12][C:7]=2[CH:6]=1.[N:25]1[CH:30]=[CH:29][CH:28]=[C:27]([CH2:31][CH2:32][NH2:33])[CH:26]=1. Product: [F:1][C:2]1[CH:24]=[CH:23][CH:22]=[CH:21][C:3]=1[O:4][C:5]1[C:18](=[O:19])[N:17]([CH3:20])[C:8]2[N:9]=[C:10]([NH:33][CH2:32][CH2:31][C:27]3[CH:26]=[N:25][CH:30]=[CH:29][CH:28]=3)[N:11]=[CH:12][C:7]=2[CH:6]=1. The catalyst class is: 22. (2) Reactant: [N:1]1([CH2:6][C:7]2[CH:12]=[CH:11][C:10]([S:13]([N:16]3[CH2:21][CH2:20][N:19]([CH2:22][CH:23]4[CH2:28][CH2:27][N:26](C(OC(C)(C)C)=O)[CH2:25][CH2:24]4)[C:18](=[O:36])[CH2:17]3)(=[O:15])=[O:14])=[CH:9][CH:8]=2)[CH:5]=[CH:4][N:3]=[CH:2]1.[ClH:37]. Product: [ClH:37].[ClH:37].[N:1]1([CH2:6][C:7]2[CH:8]=[CH:9][C:10]([S:13]([N:16]3[CH2:21][CH2:20][N:19]([CH2:22][CH:23]4[CH2:28][CH2:27][NH:26][CH2:25][CH2:24]4)[C:18](=[O:36])[CH2:17]3)(=[O:14])=[O:15])=[CH:11][CH:12]=2)[CH:5]=[CH:4][N:3]=[CH:2]1. The catalyst class is: 370. (3) Reactant: Cl.Cl.[CH2:3]([NH2:7])[C@H:4]([NH2:6])[CH3:5].CO.O.[C:11](O[C:11]([O:13][C:14]([CH3:17])([CH3:16])[CH3:15])=[O:12])([O:13][C:14]([CH3:17])([CH3:16])[CH3:15])=[O:12].[OH-].[Na+]. Product: [C:14]([O:13][C:11](=[O:12])[NH:7][CH2:3][C@H:4]([NH2:6])[CH3:5])([CH3:17])([CH3:16])[CH3:15]. The catalyst class is: 5. (4) Product: [Si:10]([O:11][CH2:12][C:13]#[C:14][C:20]([C:21]1[CH:26]=[CH:25][CH:24]=[CH:23][CH:22]=1)=[O:27])([C:6]([CH3:8])([CH3:9])[CH3:7])([CH3:15])[CH3:16]. The catalyst class is: 1. Reactant: [Li]CCCC.[C:6]([Si:10]([CH3:16])([CH3:15])[O:11][CH2:12][C:13]#[CH:14])([CH3:9])([CH3:8])[CH3:7].CON(C)[C:20](=[O:27])[C:21]1[CH:26]=[CH:25][CH:24]=[CH:23][CH:22]=1. (5) Reactant: C(OC([N:8]1[CH2:13][CH2:12][N:11]([C:14]2[C:19]([CH3:20])=[CH:18][C:17]([CH3:21])=[CH:16][N:15]=2)[CH2:10][CH2:9]1)=O)(C)(C)C.[ClH:22].C(OCC)(=O)C.C(OCC)(=O)C. Product: [ClH:22].[CH3:20][C:19]1[C:14]([N:11]2[CH2:10][CH2:9][NH:8][CH2:13][CH2:12]2)=[N:15][CH:16]=[C:17]([CH3:21])[CH:18]=1. The catalyst class is: 22. (6) Reactant: [C:1]([O:5][C:6](=[O:35])[NH:7][C:8]1[CH:13]=[CH:12][CH:11]=[CH:10][C:9]=1[NH:14][C:15](=[O:34])[C:16]1[CH:21]=[CH:20][C:19]([CH2:22][NH:23][C:24]2[S:25][C:26]3[CH:32]=[C:31]([OH:33])[CH:30]=[CH:29][C:27]=3[N:28]=2)=[CH:18][CH:17]=1)([CH3:4])([CH3:3])[CH3:2].[CH3:36][N:37]([CH3:41])[CH2:38][CH2:39]O.C1(P(C2C=CC=CC=2)C2C=CC=CC=2)C=CC=CC=1.N(C(OC(C)C)=O)=NC(OC(C)C)=O. Product: [C:1]([O:5][C:6](=[O:35])[NH:7][C:8]1[CH:13]=[CH:12][CH:11]=[CH:10][C:9]=1[NH:14][C:15](=[O:34])[C:16]1[CH:17]=[CH:18][C:19]([CH2:22][NH:23][C:24]2[S:25][C:26]3[CH:32]=[C:31]([O:33][CH2:39][CH2:38][N:37]([CH3:41])[CH3:36])[CH:30]=[CH:29][C:27]=3[N:28]=2)=[CH:20][CH:21]=1)([CH3:4])([CH3:2])[CH3:3]. The catalyst class is: 1. (7) Reactant: [I:1][C:2]1[CH:7]=[CH:6][C:5]([OH:8])=[CH:4][C:3]=1[N+:9]([O-:11])=[O:10].[CH3:12][O:13][CH2:14][CH2:15]Br.[I-].[Na+].C(=O)([O-])[O-].[K+].[K+]. Product: [I:1][C:2]1[CH:7]=[CH:6][C:5]([O:8][CH2:15][CH2:14][O:13][CH3:12])=[CH:4][C:3]=1[N+:9]([O-:11])=[O:10]. The catalyst class is: 21. (8) Reactant: [F:1][C:2]([F:18])([F:17])[CH:3]([C:5]1[CH:10]=[CH:9][C:8]([C:11]2[CH:16]=[CH:15][N:14]=[CH:13][CH:12]=2)=[CH:7][CH:6]=1)[OH:4].[NH2:19][C:20]1[N:25]=[C:24](Cl)[CH:23]=[C:22]([Cl:27])[N:21]=1.C(=O)([O-])[O-].[Cs+].[Cs+].C(OCC)(=O)C. Product: [Cl:27][C:22]1[CH:23]=[C:24]([O:4][CH:3]([C:5]2[CH:6]=[CH:7][C:8]([C:11]3[CH:12]=[CH:13][N:14]=[CH:15][CH:16]=3)=[CH:9][CH:10]=2)[C:2]([F:1])([F:17])[F:18])[N:25]=[C:20]([NH2:19])[N:21]=1. The catalyst class is: 12. (9) Reactant: [Br:1][C:2]1[CH:7]=[C:6]([CH3:8])[CH:5]=[CH:4][C:3]=1[CH2:9][CH:10]([CH3:14])[C:11](Cl)=[O:12].[Al+3].[Cl-].[Cl-].[Cl-]. Product: [Br:1][C:2]1[CH:7]=[C:6]([CH3:8])[CH:5]=[C:4]2[C:3]=1[CH2:9][CH:10]([CH3:14])[C:11]2=[O:12]. The catalyst class is: 4.